This data is from Experimentally validated miRNA-target interactions with 360,000+ pairs, plus equal number of negative samples. The task is: Binary Classification. Given a miRNA mature sequence and a target amino acid sequence, predict their likelihood of interaction. (1) The miRNA is hsa-miR-5195-5p with sequence AACCCCUAAGGCAACUGGAUGG. The protein sequence of the target gene is MSFVRVNRCGPRVGVRKTPKVKKKKTSVKQEWDNTVTDLTVHRATPEDLVRRHEIHKSKNRALVHWELQEKALKRKWRKQKPETLNLEKRRLSIMKEILSDQYQMQDVLEKSDHLIAAAKELFPRRRTGFPNVTVAPDSSQGPIVVNQDPITQSIFNESVIEPQALNDVDGEEEGTVNSQSGESENENELDNSLNSQSNTNTDRFLQQLTEENFELISKLWTDIQQKIATQSQITPPGTPSSALSSGEQRAALNATNAVKRLQTRLQPEESTETLDSSYVVGHVLNSRKQKQLLNKVKRK.... Result: 0 (no interaction). (2) The miRNA is hsa-miR-369-3p with sequence AAUAAUACAUGGUUGAUCUUU. The protein sequence of the target gene is MALSAETESHIYRALRTASGAAAHLVALGFTIFVAVLARPGSSLFSWHPVLMSLAFSFLMTEALLVFSPESSLLHSLSRKGRARCHWVLQLLALLCALLGLGLVILHKEQLGKAHLVTRHGQAGLLAVLWAGLQCSGGVGLLYPKLLPRWPLAKLKLYHATSGLVGYLLGSASLLLGMCSLWFTASVTGAAWYLAVLCPVLTSLVIMNQVSNAYLYRKRIQP. Result: 0 (no interaction). (3) The miRNA is hsa-miR-4685-3p with sequence UCUCCCUUCCUGCCCUGGCUAG. The protein sequence of the target gene is MRGQRSLLLGPARLCLRLLLLLGYRRRCPPLLRGLVQRWRYGKVCLRSLLYNSFGGSDTAVDAAFEPVYWLVDNVIRWFGVVFVVLVIVLTGSIVAIAYLCVLPLILRTYSVPRLCWHFFYSHWNLILIVFHYYQAITTPPGYPPQGRNDIATVSICKKCIYPKPARTHHCSICNRCVLKMDHHCPWLNNCVGHYNHRYFFSFCFFMTLGCVYCSYGSWDLFREAYAAIEKMKQLDKNKLQAVANQTYHQTPPPTFSFRERMTHKSLVYLWFLCSSVALALGALTVWHAVLISRGETSIE.... Result: 1 (interaction). (4) The miRNA is mmu-miR-15a-5p with sequence UAGCAGCACAUAAUGGUUUGUG. The protein sequence of the target gene is MSGLSNKRAAGDGGSGPPEKKMNREEKTTTTLIEPIRLGGISSTEEMDSKVLQFKNKKLAERLEQRQACEDELRERIEKLEKRQATDDATLLIVNRYWAQLDETVEALLQCYENQRELSSGTEVPGCQEGLTRDVIPRPDPGTSDLREPLPVQFRAPLSEPALAFVVALGASSCEEVELQLQGRMEFSKAAVSRVVEASDRLQRQVEELCQRVYSRGDSEAPGEVARVRTRELGRENRRLQDLATQLQEKHHRISLEYSELQDKVTSTETKVLEMETTVEDLQWDIEKLRKREQKLNKHL.... Result: 1 (interaction). (5) The miRNA is hsa-miR-4676-5p with sequence GAGCCAGUGGUGAGACAGUGA. The protein sequence of the target gene is MASEELACKLERRLRREEAEESGPQLAPLGAPAPEPKPEPEPPARAPTASADAELSAQLSRRLDINEGAARPRRCRVFNPYTEFPEFSRRLIKDLESMFKLYDAGRDGFIDLMELKLMMEKLGAPQTHLGLKSMIKEVDEDFDGKLSFREFLLIFHKAAAGELQEDSGLMALAKLSEIDVALEGVKGAKNFFEAKVQALSSASKFEAELKAEQDERKREEEERRLRQAAFQKLKANFNT. Result: 0 (no interaction). (6) The miRNA is cel-miR-57-5p with sequence UACCCUGUAGAUCGAGCUGUGUGU. The protein sequence of the target gene is MLKREGKVQPYTKTLDGGWGWMIVIHFFLVNVFVMGMTKTFAIFFVVFQEEFEGTSEQIGWIGSIMSSLRFCAGPLVAIICDILGEKTTSILGAFVVTGGYLISSWATSIPFLCVTMGLLPGLGSAFLYQVAAVVTTKYFKKRLALSTAIARSGMGLTFLLAPFTKFLIDLYDWTGALILFGAIALNLVPSSMLLRPIHIKSENNSGIKDKGSSLSAHGPEAHATETHCHETEESTIKDSTTQKAGLPSKNLTVSQNQSEEFYNGPNRNRLLLKSDEESDKVISWSCKQLFDISLFRNPF.... Result: 0 (no interaction). (7) The miRNA is hsa-miR-5580-3p with sequence CACAUAUGAAGUGAGCCAGCAC. The protein sequence of the target gene is MAAAAAAAAATEQQGSNGPVKKSMREKAVERRNVNKEHNSNFKAGYIPIDEDRLHKTGLRGRKGNLAICVIVLLFILAVINLLITLVIWAVIRIGPNGCDSMEFHESGLLRFKQVSDMGVIHPLYKSTVGGRRNENLVITGNNQPIVFQQGTTKLSVEKNKTSITSDIGMQFFDPRTHNILFSTDYETHEFHLPSGVKSLNVQKASTERITSNATSDLNIKVDGRAIVRGNEGVFIMGKTIEFHMGGDVELKAENSIILNGTVMVSPTRLPSSSSGDQSGSGDWVRYKLCMCADGTLFKV.... Result: 0 (no interaction). (8) The miRNA is hsa-miR-3714 with sequence GAAGGCAGCAGUGCUCCCCUGU. The protein sequence of the target gene is MSLVTVPFYQKRHRHFDQSYRNIQTRYLLDEYASKKRASTQASSQKSLSQRSSSQRASSQTSLGGTICRVCAKRVSTQEDEEQENRSRYQSLVAAYGEAKRQRFLSELAHLEEDVHLARSQARDKLDKYAIQQMMEDKLAWERHTFEERISRAPEILVRLRSHTVWERMSVKLCFTVQGFPTPVVQWYKDGSLICQAAEPGKYRIESNYGVHTLEINRADFDDTATYSAVATNAHGQVSTNAAVVVRRFRGDEEPFRSVGLPIGLPLSSMIPYTHFDVQFLEKFGVTFRREGETVTLKCT.... Result: 1 (interaction). (9) The miRNA is mmu-miR-705 with sequence GGUGGGAGGUGGGGUGGGCA. The protein sequence of the target gene is MAAPRWSASGPWIRGNGQGCGSLFTLVSKPFCAAAAASTAINAQRLAEKLRAQKREQDTKKEPVSTNAVQRRVQEIVRFTRQLQRVHPNVLAKALTRGILHQDKNLVVINKPYGLPVHGGPGVQLCITDVLPILAKMLHGHKAEPLHLCHRLDKETTGVMVLAWDKDMAHQVQELFRTRQVVKKYWAITVHVPMPSAGVVDIPIVEKEAQGQQQHHKMTLSPSYRMDDGKMVKVRRSRNAQVAVTQYQVLSSTLSSALVELQPITGIKHQLRVHLSFGLDCPILGDHKYSDWNRLAPQKL.... Result: 0 (no interaction).